From a dataset of Full USPTO retrosynthesis dataset with 1.9M reactions from patents (1976-2016). Predict the reactants needed to synthesize the given product. (1) Given the product [F:19][C:20]1[CH:21]=[C:22]([CH:23]=[CH:24][CH:25]=1)[C:26]([NH:12][C:10]1[N:11]=[C:7]2[C:6]([C:13]3[CH:14]=[CH:15][CH:16]=[CH:17][CH:18]=3)=[CH:5][CH:4]=[C:3]([O:2][CH3:1])[N:8]2[N:9]=1)=[O:27], predict the reactants needed to synthesize it. The reactants are: [CH3:1][O:2][C:3]1[N:8]2[N:9]=[C:10]([NH2:12])[N:11]=[C:7]2[C:6]([C:13]2[CH:18]=[CH:17][CH:16]=[CH:15][CH:14]=2)=[CH:5][CH:4]=1.[F:19][C:20]1[CH:21]=[C:22]([C:26](Cl)=[O:27])[CH:23]=[CH:24][CH:25]=1.CCN(CC)CC. (2) Given the product [C:26]([O:27][C@@H:26]1[C@@H:28]([O:29][C:28](=[O:29])[CH3:30])[C@H:30]([O:31][C:32](=[O:33])[CH3:34])[C@@H:32]([CH2:34][O:35][C:5](=[O:7])[CH3:6])[O:33][C@H:25]1[C:21]1[CH:22]=[CH:23][CH:24]=[C:19]([CH2:18][C:9]2[CH:10]=[C:11]3[C:17](=[CH:16][CH:15]=[CH:14][CH:13]=[CH:12]3)[CH:8]=2)[CH:20]=1)(=[O:27])[CH3:25], predict the reactants needed to synthesize it. The reactants are: C(O[C:5](=[O:7])[CH3:6])(=O)C.[CH:8]1[C:17]2[C:11]([CH:12]=[CH:13][CH:14]=[CH:15][CH:16]=2)=[CH:10][C:9]=1[CH2:18][C:19]1[CH:20]=[C:21]([C@@H:25]2[O:33][C@H:32]([CH2:34][OH:35])[C@@H:30]([OH:31])[C@H:28]([OH:29])[C@H:26]2[OH:27])[CH:22]=[CH:23][CH:24]=1. (3) Given the product [F:1][C:2]1[CH:10]=[CH:9][C:8]([O:11][CH3:12])=[CH:7][C:3]=1[C:4]([O:6][CH3:13])=[O:5], predict the reactants needed to synthesize it. The reactants are: [F:1][C:2]1[CH:10]=[CH:9][C:8]([O:11][CH3:12])=[CH:7][C:3]=1[C:4]([OH:6])=[O:5].[CH3:13][Si](C=[N+]=[N-])(C)C. (4) Given the product [CH3:9][O:8][C:5]1[CH:6]=[CH:7][C:2]([C:15]2[CH:16]=[CH:17][C:12]([O:11][CH3:10])=[CH:13][CH:14]=2)=[CH:3][CH:4]=1, predict the reactants needed to synthesize it. The reactants are: Cl[C:2]1[CH:7]=[CH:6][C:5]([O:8][CH3:9])=[CH:4][CH:3]=1.[CH3:10][O:11][C:12]1[CH:17]=[CH:16][C:15](B(O)O)=[CH:14][CH:13]=1.[F-].[Cs+]. (5) Given the product [CH2:41]([O:43][C:44]1[C:47](=[O:48])[C:46](=[O:51])[C:45]=1[NH:1][CH2:2][CH2:3][CH2:4][O:5][CH2:6][CH2:7][O:8][CH2:9][CH2:10][O:11][CH2:12][CH2:13][CH2:14][NH:15][CH2:16][C:17](=[O:40])[NH:18][CH2:19][CH2:20][CH2:21][O:22][CH2:23][CH2:24][O:25][CH2:26][CH2:27][O:28][CH2:29][CH2:30][CH2:31][NH:32][C:33](=[O:39])[O:34][C:35]([CH3:36])([CH3:37])[CH3:38])[CH3:42], predict the reactants needed to synthesize it. The reactants are: [NH2:1][CH2:2][CH2:3][CH2:4][O:5][CH2:6][CH2:7][O:8][CH2:9][CH2:10][O:11][CH2:12][CH2:13][CH2:14][NH:15][CH2:16][C:17](=[O:40])[NH:18][CH2:19][CH2:20][CH2:21][O:22][CH2:23][CH2:24][O:25][CH2:26][CH2:27][O:28][CH2:29][CH2:30][CH2:31][NH:32][C:33](=[O:39])[O:34][C:35]([CH3:38])([CH3:37])[CH3:36].[CH2:41]([O:43][C:44]1[C:45](=O)[C:46](=[O:51])[C:47]=1[O:48]CC)[CH3:42]. (6) Given the product [Br:1][C:12]1[C:13](=[O:15])[S:14]/[C:10](=[CH:3]\[C:4]2[CH:9]=[CH:8][CH:7]=[CH:6][CH:5]=2)/[CH:11]=1, predict the reactants needed to synthesize it. The reactants are: [Br:1]Br.[CH:3](=[C:10]1/[CH:11]=[CH:12][C:13](=[O:15])[S:14]/1)\[C:4]1[CH:9]=[CH:8][CH:7]=[CH:6][CH:5]=1.